From a dataset of Reaction yield outcomes from USPTO patents with 853,638 reactions. Predict the reaction yield, written as a fraction of the theoretical maximum amount of product (1.0 means a 100% yield; for example, 0.34 means a 34% yield). (1) The reactants are C1(N)C(F)=C(F)C(F)=C(N)C=1F.Cl.Cl.[NH2:15][CH:16]1[CH2:21][CH2:20][N:19]([CH2:22][CH:23]2[C:33]3=[C:34]4[C:29](=[CH:30][CH:31]=[CH:32]3)[CH:28]=[CH:27][C:26](=[O:35])[N:25]4[CH2:24]2)[CH2:18][CH2:17]1.[Cl:36][C:37]1[C:46]([CH:47]=O)=[N:45][C:44]2[NH:43][C:42](=[O:49])[CH2:41][O:40][C:39]=2[CH:38]=1. No catalyst specified. The product is [ClH:36].[Cl:36][C:37]1[C:46]([CH2:47][NH:15][CH:16]2[CH2:21][CH2:20][N:19]([CH2:22][CH:23]3[C:33]4=[C:34]5[C:29](=[CH:30][CH:31]=[CH:32]4)[CH:28]=[CH:27][C:26](=[O:35])[N:25]5[CH2:24]3)[CH2:18][CH2:17]2)=[N:45][C:44]2[NH:43][C:42](=[O:49])[CH2:41][O:40][C:39]=2[CH:38]=1. The yield is 0.960. (2) The reactants are [CH3:1][N:2]1[CH:6]=[C:5]([C:7]2[CH:12]=[CH:11][N:10]=[C:9]([C:13]3[C:17]4[C:18]([NH:22][CH:23]([CH3:25])[CH3:24])=[N:19][CH:20]=[CH:21][C:16]=4[NH:15][N:14]=3)[CH:8]=2)[C:4]([CH3:26])=[N:3]1.[CH:27](NC1C2C(C3C=C(C4C=NN(C)C=4)C=CN=3)=NNC=2C=CN=1)(C)C.ClC1C=CN=C(C2C3C(NC(C)C)=NC=CC=3N(CC3C=CC(OC)=CC=3)N=2)C=1.CN1C=C(B(O)O)C(C)=N1.CN1C(C)=C(B(O)O)C=N1. No catalyst specified. The product is [CH3:27][N:3]1[CH:4]([CH3:26])[CH:5]([C:7]2[CH:12]=[CH:11][N:10]=[C:9]([C:13]3[C:17]4[C:18]([NH:22][CH:23]([CH3:24])[CH3:25])=[N:19][CH:20]=[CH:21][C:16]=4[NH:15][N:14]=3)[CH:8]=2)[CH:6]=[N:2]1.[CH3:1][N:2]1[CH:6]=[C:5]([C:7]2[CH:12]=[CH:11][N:10]=[C:9]([C:13]3[C:17]4[C:18]([NH:22][CH:23]([CH3:24])[CH3:25])=[N:19][CH:20]=[CH:21][C:16]=4[NH:15][N:14]=3)[CH:8]=2)[C:4]([CH3:26])=[N:3]1. The yield is 0.0230. (3) The reactants are Cl[C:2]1[N:3]=[N+:4]([O-:13])[C:5]2[CH:11]=[CH:10][C:9]([CH3:12])=[CH:8][C:6]=2[N:7]=1.[NH2:14][CH2:15][CH2:16][CH2:17][N:18]([CH3:30])[CH2:19][CH2:20][CH2:21][NH:22][C:23](=[O:29])[O:24][C:25]([CH3:28])([CH3:27])[CH3:26].C(N(CC)CC)C. The catalyst is COCCOC. The product is [CH3:30][N:18]([CH2:17][CH2:16][CH2:15][NH:14][C:2]1[N:3]=[N+:4]([O-:13])[C:5]2[CH:11]=[CH:10][C:9]([CH3:12])=[CH:8][C:6]=2[N:7]=1)[CH2:19][CH2:20][CH2:21][NH:22][C:23](=[O:29])[O:24][C:25]([CH3:28])([CH3:27])[CH3:26]. The yield is 0.800. (4) The reactants are [F:1][C:2]1[CH:7]=[CH:6][CH:5]=[C:4]([F:8])[C:3]=1[S:9]([NH:12][C:13]1[C:14]([F:23])=[C:15]([CH:20]=[CH:21][CH:22]=1)[C:16](OC)=[O:17])(=[O:11])=[O:10].[Li+].C[Si]([N-][Si](C)(C)C)(C)C.[Cl:34][C:35]1[N:40]=[C:39]([CH3:41])[CH:38]=[CH:37][N:36]=1.Cl. The product is [Cl:34][C:35]1[N:40]=[C:39]([CH2:41][C:16]([C:15]2[C:14]([F:23])=[C:13]([NH:12][S:9]([C:3]3[C:2]([F:1])=[CH:7][CH:6]=[CH:5][C:4]=3[F:8])(=[O:10])=[O:11])[CH:22]=[CH:21][CH:20]=2)=[O:17])[CH:38]=[CH:37][N:36]=1. The yield is 0.710. The catalyst is C1COCC1.CCOC(C)=O. (5) The reactants are O.Cl.[F:3][CH2:4][CH2:5][NH2:6].[CH2:7]1[C:12](=[O:13])[O:11][CH2:10][C:8]1=O.C([O-])(=O)C.[Na+]. The catalyst is C1(C)C=CC=CC=1.C1(C)C=CC(S(O)(=O)=O)=CC=1. The product is [F:3][CH2:4][CH2:5][NH:6][C:8]1[CH2:10][O:11][C:12](=[O:13])[CH:7]=1. The yield is 0.420.